Dataset: Peptide-MHC class II binding affinity with 134,281 pairs from IEDB. Task: Regression. Given a peptide amino acid sequence and an MHC pseudo amino acid sequence, predict their binding affinity value. This is MHC class II binding data. (1) The peptide sequence is INEPSAAAIAYGLDR. The MHC is HLA-DQA10102-DQB10602 with pseudo-sequence HLA-DQA10102-DQB10602. The binding affinity (normalized) is 0.736. (2) The MHC is DRB1_0801 with pseudo-sequence DRB1_0801. The peptide sequence is VSRGTAKLRWFHERG. The binding affinity (normalized) is 0.607. (3) The peptide sequence is GPDNPGEPLVLKEGI. The MHC is DRB1_0404 with pseudo-sequence DRB1_0404. The binding affinity (normalized) is 0.156. (4) The peptide sequence is INRQILDNAAKYVEH. The MHC is DRB1_0101 with pseudo-sequence DRB1_0101. The binding affinity (normalized) is 0.382. (5) The peptide sequence is KAVEAYLVAHPDLYK. The MHC is HLA-DQA10201-DQB10202 with pseudo-sequence HLA-DQA10201-DQB10202. The binding affinity (normalized) is 0.142.